Regression. Given two drug SMILES strings and cell line genomic features, predict the synergy score measuring deviation from expected non-interaction effect. From a dataset of NCI-60 drug combinations with 297,098 pairs across 59 cell lines. (1) Drug 1: CC12CCC3C(C1CCC2=O)CC(=C)C4=CC(=O)C=CC34C. Drug 2: B(C(CC(C)C)NC(=O)C(CC1=CC=CC=C1)NC(=O)C2=NC=CN=C2)(O)O. Cell line: MOLT-4. Synergy scores: CSS=44.5, Synergy_ZIP=-5.13, Synergy_Bliss=-11.7, Synergy_Loewe=-24.4, Synergy_HSA=-12.1. (2) Drug 1: C1=CC(=CC=C1CCC2=CNC3=C2C(=O)NC(=N3)N)C(=O)NC(CCC(=O)O)C(=O)O. Drug 2: C1C(C(OC1N2C=C(C(=O)NC2=O)F)CO)O. Cell line: SK-MEL-5. Synergy scores: CSS=42.5, Synergy_ZIP=0.505, Synergy_Bliss=4.99, Synergy_Loewe=-4.21, Synergy_HSA=7.85. (3) Drug 1: CC1=C(C=C(C=C1)C(=O)NC2=CC(=CC(=C2)C(F)(F)F)N3C=C(N=C3)C)NC4=NC=CC(=N4)C5=CN=CC=C5. Drug 2: C1CC(=O)NC(=O)C1N2C(=O)C3=CC=CC=C3C2=O. Cell line: SF-295. Synergy scores: CSS=-7.83, Synergy_ZIP=6.51, Synergy_Bliss=7.19, Synergy_Loewe=-3.02, Synergy_HSA=-2.23. (4) Drug 1: C1C(C(OC1N2C=C(C(=O)NC2=O)F)CO)O. Drug 2: CC1C(C(CC(O1)OC2CC(OC(C2O)C)OC3=CC4=CC5=C(C(=O)C(C(C5)C(C(=O)C(C(C)O)O)OC)OC6CC(C(C(O6)C)O)OC7CC(C(C(O7)C)O)OC8CC(C(C(O8)C)O)(C)O)C(=C4C(=C3C)O)O)O)O. Cell line: A498. Synergy scores: CSS=33.4, Synergy_ZIP=-2.90, Synergy_Bliss=-1.78, Synergy_Loewe=-2.37, Synergy_HSA=-1.38.